Dataset: Full USPTO retrosynthesis dataset with 1.9M reactions from patents (1976-2016). Task: Predict the reactants needed to synthesize the given product. (1) Given the product [C:44]([NH:1][C:2]1[N:7]=[CH:6][C:5]([O:8][C:9]2[CH:10]=[CH:11][C:12]([F:37])=[C:13]([NH:15][C:16]([NH:18][C:19]3[N:23]([C:24]4[CH:25]=[C:26]5[C:31](=[CH:32][CH:33]=4)[N:30]=[CH:29][CH:28]=[CH:27]5)[N:22]=[C:21]([CH:34]([CH3:35])[CH3:36])[CH:20]=3)=[O:17])[CH:14]=2)=[CH:4][CH:3]=1)(=[O:46])[CH3:45], predict the reactants needed to synthesize it. The reactants are: [NH2:1][C:2]1[N:7]=[CH:6][C:5]([O:8][C:9]2[CH:10]=[CH:11][C:12]([F:37])=[C:13]([NH:15][C:16]([NH:18][C:19]3[N:23]([C:24]4[CH:25]=[C:26]5[C:31](=[CH:32][CH:33]=4)[N:30]=[CH:29][CH:28]=[CH:27]5)[N:22]=[C:21]([CH:34]([CH3:36])[CH3:35])[CH:20]=3)=[O:17])[CH:14]=2)=[CH:4][CH:3]=1.N1C=CC=CC=1.[C:44](OC(=O)C)(=[O:46])[CH3:45]. (2) Given the product [Cl:1][C:2]1[N:7]=[C:6]([N:14]2[CH2:15][C@@H:16]([CH3:18])[CH2:17][C:13]2([CH3:19])[CH3:12])[C:5]([C:9]([OH:11])=[O:10])=[CH:4][CH:3]=1, predict the reactants needed to synthesize it. The reactants are: [Cl:1][C:2]1[N:7]=[C:6](F)[C:5]([C:9]([OH:11])=[O:10])=[CH:4][CH:3]=1.[CH3:12][C:13]1([CH3:19])[CH2:17][C@H:16]([CH3:18])[CH2:15][NH:14]1.C(=O)([O-])[O-].[K+].[K+]. (3) Given the product [CH3:33][O:32][C:30](=[O:31])[C:29]1[CH:34]=[CH:35][C:26]([O:16][CH2:15][C:14]2[C:10]([C:7]3[CH:6]=[CH:5][C:4]([Cl:3])=[CH:9][CH:8]=3)=[N:11][O:12][C:13]=2/[CH:17]=[CH:18]/[C:19]2[CH:20]=[CH:21][CH:22]=[CH:23][CH:24]=2)=[N:27][CH:28]=1, predict the reactants needed to synthesize it. The reactants are: [H-].[Na+].[Cl:3][C:4]1[CH:9]=[CH:8][C:7]([C:10]2[C:14]([CH2:15][OH:16])=[C:13](/[CH:17]=[CH:18]/[C:19]3[CH:24]=[CH:23][CH:22]=[CH:21][CH:20]=3)[O:12][N:11]=2)=[CH:6][CH:5]=1.Cl[C:26]1[CH:35]=[CH:34][C:29]([C:30]([O:32][CH3:33])=[O:31])=[CH:28][N:27]=1. (4) Given the product [F:17][C:2]([F:1])([F:18])[C:3]1[CH:4]=[C:5]([C:9]2[CH2:13][CH:12]([C:14]([N:19]3[CH2:23][CH2:22][C@H:21]([NH:24][C:25](=[O:31])[O:26][C:27]([CH3:29])([CH3:28])[CH3:30])[CH2:20]3)=[O:16])[O:11][N:10]=2)[CH:6]=[CH:7][CH:8]=1, predict the reactants needed to synthesize it. The reactants are: [F:1][C:2]([F:18])([F:17])[C:3]1[CH:4]=[C:5]([C:9]2[CH2:13][CH:12]([C:14]([OH:16])=O)[O:11][N:10]=2)[CH:6]=[CH:7][CH:8]=1.[NH:19]1[CH2:23][CH2:22][C@H:21]([NH:24][C:25](=[O:31])[O:26][C:27]([CH3:30])([CH3:29])[CH3:28])[CH2:20]1.C(N(CC)CC)C.F[P-](F)(F)(F)(F)F.N1(O[P+](N(C)C)(N(C)C)N(C)C)C2C=CC=CC=2N=N1.